From a dataset of Full USPTO retrosynthesis dataset with 1.9M reactions from patents (1976-2016). Predict the reactants needed to synthesize the given product. (1) Given the product [F:29][C:2]([C:3]1[C:4]2[C:5](=[N:9][N:8]([C:10]3[CH:11]=[C:12]([CH:18]=[C:19]([C:22]([CH3:25])([CH3:24])[CH3:23])[C:20]=3[OH:21])[CH2:13][CH2:14][C:15]([O:17][CH2:30][CH2:31][CH2:32][CH2:33][CH2:34][CH:35]([CH3:37])[CH3:36])=[O:16])[N:7]=2)[CH:6]=[CH:26][CH:27]=1)([F:28])[F:1], predict the reactants needed to synthesize it. The reactants are: [F:1][C:2]([F:29])([F:28])[C:3]1[CH:27]=[CH:26][C:6]2=[N:7][N:8]([C:10]3[CH:11]=[C:12]([CH:18]=[C:19]([C:22]([CH3:25])([CH3:24])[CH3:23])[C:20]=3[OH:21])[CH2:13][CH2:14][C:15]([OH:17])=[O:16])[N:9]=[C:5]2[CH:4]=1.[CH2:30](O)[CH2:31][CH2:32][CH2:33][CH2:34][CH:35]([CH3:37])[CH3:36].O.C1(C)C=CC(S(O)(=O)=O)=CC=1. (2) Given the product [CH3:9][C:8]1[NH:16][C:14](=[O:15])[C:13]([C:17]([NH2:19])=[O:18])=[N:12][C:7]=1[C:1]1[CH:6]=[CH:5][CH:4]=[CH:3][CH:2]=1, predict the reactants needed to synthesize it. The reactants are: [C:1]1([C:7](=O)[C:8](=O)[CH3:9])[CH:6]=[CH:5][CH:4]=[CH:3][CH:2]=1.[NH2:12][CH:13]([C:17]([NH2:19])=[O:18])[C:14]([NH2:16])=[O:15]. (3) Given the product [C:1]1([CH2:7][CH2:8][CH2:9][C:10]([N:12]2[C@@H:19]([C:20]([CH3:23])([CH3:22])[CH3:21])[CH2:18][CH2:17][C@H:13]2[C:14]([N:39]2[CH2:40][CH2:41][CH2:42][C@H:38]2[C:36](=[O:37])[CH2:35][O:34][C:31](=[O:33])[CH3:32])=[O:15])=[O:11])[CH:2]=[CH:3][CH:4]=[CH:5][CH:6]=1, predict the reactants needed to synthesize it. The reactants are: [C:1]1([CH2:7][CH2:8][CH2:9][C:10]([N:12]2[C@@H:19]([C:20]([CH3:23])([CH3:22])[CH3:21])[CH2:18][CH2:17][C@H:13]2[C:14](O)=[O:15])=[O:11])[CH:6]=[CH:5][CH:4]=[CH:3][CH:2]=1.FC(F)(F)C(O)=O.[C:31]([O:34][CH2:35][C:36]([C@@H:38]1[CH2:42][CH2:41][CH2:40][NH:39]1)=[O:37])(=[O:33])[CH3:32]. (4) Given the product [Cl:17][C:14]1[CH:15]=[CH:16][C:11]([CH:8]([C:5]2[CH:6]=[CH:7][C:2]([C:26]3[CH:27]=[N:28][NH:29][CH:30]=3)=[CH:3][CH:4]=2)[CH2:9][OH:10])=[CH:12][CH:13]=1, predict the reactants needed to synthesize it. The reactants are: Cl[C:2]1[CH:7]=[CH:6][C:5]([CH:8]([C:11]2[CH:16]=[CH:15][C:14]([Cl:17])=[CH:13][CH:12]=2)[CH2:9][OH:10])=[CH:4][CH:3]=1.CC1(C)C(C)(C)OB([C:26]2[CH:27]=[N:28][NH:29][CH:30]=2)O1. (5) Given the product [N+:8]([C:5]1[CH:6]=[CH:7][C:2]([N:26]2[CH2:25][CH2:24][C:23]3([CH2:18][CH2:19][CH:20]([CH2:29][C:30]([O:32][CH3:33])=[O:31])[CH2:21][CH2:22]3)[CH2:28][CH2:27]2)=[N:3][CH:4]=1)([O-:10])=[O:9], predict the reactants needed to synthesize it. The reactants are: Cl[C:2]1[CH:7]=[CH:6][C:5]([N+:8]([O-:10])=[O:9])=[CH:4][N:3]=1.OC(C(F)(F)F)=O.[CH2:18]1[C:23]2([CH2:28][CH2:27][NH:26][CH2:25][CH2:24]2)[CH2:22][CH2:21][CH:20]([CH2:29][C:30]([O:32][CH3:33])=[O:31])[CH2:19]1.C(N(CC)CC)C.